This data is from NCI-60 drug combinations with 297,098 pairs across 59 cell lines. The task is: Regression. Given two drug SMILES strings and cell line genomic features, predict the synergy score measuring deviation from expected non-interaction effect. (1) Drug 1: C1CCN(CC1)CCOC2=CC=C(C=C2)C(=O)C3=C(SC4=C3C=CC(=C4)O)C5=CC=C(C=C5)O. Drug 2: CC(C1=C(C=CC(=C1Cl)F)Cl)OC2=C(N=CC(=C2)C3=CN(N=C3)C4CCNCC4)N. Cell line: UO-31. Synergy scores: CSS=5.04, Synergy_ZIP=-2.61, Synergy_Bliss=-0.943, Synergy_Loewe=-0.0451, Synergy_HSA=0.654. (2) Drug 1: CC1CCC2CC(C(=CC=CC=CC(CC(C(=O)C(C(C(=CC(C(=O)CC(OC(=O)C3CCCCN3C(=O)C(=O)C1(O2)O)C(C)CC4CCC(C(C4)OC)O)C)C)O)OC)C)C)C)OC. Drug 2: CS(=O)(=O)CCNCC1=CC=C(O1)C2=CC3=C(C=C2)N=CN=C3NC4=CC(=C(C=C4)OCC5=CC(=CC=C5)F)Cl. Cell line: NCI-H460. Synergy scores: CSS=7.31, Synergy_ZIP=-0.341, Synergy_Bliss=5.83, Synergy_Loewe=-3.11, Synergy_HSA=3.83. (3) Cell line: K-562. Drug 2: C(=O)(N)NO. Synergy scores: CSS=35.6, Synergy_ZIP=-1.40, Synergy_Bliss=-5.83, Synergy_Loewe=-26.5, Synergy_HSA=-6.55. Drug 1: CC1=C2C(C(=O)C3(C(CC4C(C3C(C(C2(C)C)(CC1OC(=O)C(C(C5=CC=CC=C5)NC(=O)OC(C)(C)C)O)O)OC(=O)C6=CC=CC=C6)(CO4)OC(=O)C)OC)C)OC. (4) Drug 1: CN1C2=C(C=C(C=C2)N(CCCl)CCCl)N=C1CCCC(=O)O.Cl. Drug 2: B(C(CC(C)C)NC(=O)C(CC1=CC=CC=C1)NC(=O)C2=NC=CN=C2)(O)O. Cell line: NCI-H522. Synergy scores: CSS=70.6, Synergy_ZIP=8.19, Synergy_Bliss=8.01, Synergy_Loewe=-31.4, Synergy_HSA=7.51.